Dataset: Catalyst prediction with 721,799 reactions and 888 catalyst types from USPTO. Task: Predict which catalyst facilitates the given reaction. (1) Reactant: [NH2:1][C:2]1[CH:3]=[CH:4][C:5]([CH3:24])=[C:6]([C:8]2[N:13]=[N:12][C:11]([O:14][CH2:15][CH2:16][OH:17])=[C:10]([N:18]3[CH2:23][CH2:22][O:21][CH2:20][CH2:19]3)[CH:9]=2)[CH:7]=1.[F:25][C:26]([F:37])([F:36])[C:27]1[CH:28]=[C:29]([CH:33]=[CH:34][N:35]=1)[C:30](O)=[O:31].C(Cl)CCl.C1C=NC2N(O)N=NC=2C=1. Product: [OH:17][CH2:16][CH2:15][O:14][C:11]1[N:12]=[N:13][C:8]([C:6]2[CH:7]=[C:2]([NH:1][C:30](=[O:31])[C:29]3[CH:33]=[CH:34][N:35]=[C:27]([C:26]([F:37])([F:25])[F:36])[CH:28]=3)[CH:3]=[CH:4][C:5]=2[CH3:24])=[CH:9][C:10]=1[N:18]1[CH2:19][CH2:20][O:21][CH2:22][CH2:23]1. The catalyst class is: 3. (2) Reactant: [NH2:1][C:2]1[CH:3]=[C:4]2[C:9](=[CH:10][CH:11]=1)[N:8]=[C:7]([C:12]1[CH:17]=[C:16]([CH3:18])[C:15]([OH:19])=[C:14]([CH3:20])[CH:13]=1)[NH:6][C:5]2=[O:21].[C:22](OC(=O)C)(=[O:24])[CH3:23]. Product: [OH:19][C:15]1[C:16]([CH3:18])=[CH:17][C:12]([C:7]2[NH:6][C:5](=[O:21])[C:4]3[C:9](=[CH:10][CH:11]=[C:2]([NH:1][C:22](=[O:24])[CH3:23])[CH:3]=3)[N:8]=2)=[CH:13][C:14]=1[CH3:20]. The catalyst class is: 17.